This data is from TCR-epitope binding with 47,182 pairs between 192 epitopes and 23,139 TCRs. The task is: Binary Classification. Given a T-cell receptor sequence (or CDR3 region) and an epitope sequence, predict whether binding occurs between them. (1) The epitope is AMFWSVPTV. The TCR CDR3 sequence is CSVAVNYGYTF. Result: 0 (the TCR does not bind to the epitope). (2) The epitope is RPHERNGFTVL. The TCR CDR3 sequence is CAISESSAEISGYTF. Result: 0 (the TCR does not bind to the epitope). (3) Result: 1 (the TCR binds to the epitope). The epitope is GLCTLVAML. The TCR CDR3 sequence is CASSSKGLVESTTEQFF. (4) The epitope is QVPLRPMTYK. The TCR CDR3 sequence is CASSEAATGRGNQPQHF. Result: 0 (the TCR does not bind to the epitope). (5) The epitope is FPPTSFGPL. The TCR CDR3 sequence is CASSQDRGAYEQYF. Result: 1 (the TCR binds to the epitope). (6) The epitope is RISNCVADY. The TCR CDR3 sequence is CSAPQKRGGSYEQYF. Result: 0 (the TCR does not bind to the epitope). (7) The epitope is QECVRGTTVL. The TCR CDR3 sequence is CASGQVSYNEQFF. Result: 0 (the TCR does not bind to the epitope). (8) The epitope is GPGHKARVL. The TCR CDR3 sequence is CASSPRTGNTGELFF. Result: 0 (the TCR does not bind to the epitope).